This data is from Forward reaction prediction with 1.9M reactions from USPTO patents (1976-2016). The task is: Predict the product of the given reaction. Given the reactants [Br:1][C:2]1[CH:3]=[CH:4][C:5]2[S:9][C:8]([CH2:10][NH2:11])=[N:7][C:6]=2[CH:12]=1.C(N(CC)CC)C.[CH3:20][S:21](Cl)(=[O:23])=[O:22], predict the reaction product. The product is: [Br:1][C:2]1[CH:3]=[CH:4][C:5]2[S:9][C:8]([CH2:10][NH:11][S:21]([CH3:20])(=[O:23])=[O:22])=[N:7][C:6]=2[CH:12]=1.